Dataset: Catalyst prediction with 721,799 reactions and 888 catalyst types from USPTO. Task: Predict which catalyst facilitates the given reaction. (1) Reactant: [C:1]([C:3]1[C:8]([O:9][CH3:10])=[CH:7][CH:6]=[CH:5][C:4]=1[S:11](Cl)(=[O:13])=[O:12])#[N:2].[CH3:15][NH2:16].O.Cl. Product: [CH3:15][NH:16][S:11]([C:4]1[CH:5]=[CH:6][CH:7]=[C:8]([O:9][CH3:10])[C:3]=1[C:1]#[N:2])(=[O:13])=[O:12]. The catalyst class is: 7. (2) Reactant: [C:1]([O:5][C:6]([N:8]1[CH2:12][CH2:11][C@H:10]([O:13][C:14]2[C:15]3[CH2:23][N:22](CC4C=CC=CC=4)[CH2:21][CH2:20][C:16]=3[N:17]=[CH:18][N:19]=2)[CH2:9]1)=[O:7])([CH3:4])([CH3:3])[CH3:2].C([O-])=O.C([NH+](CC)CC)C. Product: [C:1]([O:5][C:6]([N:8]1[CH2:12][CH2:11][C@H:10]([O:13][C:14]2[C:15]3[CH2:23][NH:22][CH2:21][CH2:20][C:16]=3[N:17]=[CH:18][N:19]=2)[CH2:9]1)=[O:7])([CH3:4])([CH3:2])[CH3:3]. The catalyst class is: 105. (3) The catalyst class is: 39. Product: [ClH:18].[F:1][C:2]1[CH:7]=[C:6]([C:8]([F:11])([F:10])[F:9])[CH:5]=[CH:4][C:3]=1[C@:12]12[CH2:17][C@H:16]1[CH2:15][N:14]([CH2:19][CH2:20][CH2:21][S:22][C:23]1[N:27]([CH3:28])[C:26]([C:29]3[O:33][CH:32]=[N:31][C:30]=3[CH3:34])=[N:25][N:24]=1)[CH2:13]2. Reactant: [F:1][C:2]1[CH:7]=[C:6]([C:8]([F:11])([F:10])[F:9])[CH:5]=[CH:4][C:3]=1[C@:12]12[CH2:17][C@H:16]1[CH2:15][NH:14][CH2:13]2.[Cl:18][CH2:19][CH2:20][CH2:21][S:22][C:23]1[N:27]([CH3:28])[C:26]([C:29]2[O:33][CH:32]=[N:31][C:30]=2[CH3:34])=[N:25][N:24]=1.C([O-])([O-])=O.[K+].[K+].[Na+].[I-]. (4) Reactant: C1(C2CCCCCCCC2)BCCCCCCC1.[CH3:19][O:20][CH2:21][O:22][C:23]1[CH:28]=[C:27]([O:29][CH2:30][O:31][CH3:32])[CH:26]=[CH:25][C:24]=1[CH:33]1[CH2:38][CH2:37][CH2:36][C:35](=[CH2:39])[CH2:34]1.OO.[OH-].[Na+].S(S([O-])=O)([O-])(=O)=[O:45].[Na+].[Na+]. Product: [CH3:19][O:20][CH2:21][O:22][C:23]1[CH:28]=[C:27]([O:29][CH2:30][O:31][CH3:32])[CH:26]=[CH:25][C:24]=1[CH:33]1[CH2:38][CH2:37][CH2:36][CH:35]([CH2:39][OH:45])[CH2:34]1. The catalyst class is: 30.